This data is from Catalyst prediction with 721,799 reactions and 888 catalyst types from USPTO. The task is: Predict which catalyst facilitates the given reaction. (1) Reactant: C([O:3][C:4](=[O:34])[CH2:5][C:6]1[C:14]2[C:9](=[CH:10][C:11]([C:15]3[CH:20]=[C:19]([NH2:21])[CH:18]=[C:17]([NH2:22])[CH:16]=3)=[CH:12][CH:13]=2)[N:8]([CH2:23][C:24]2[C:25]3[CH:32]=[C:31]([Br:33])[CH:30]=[CH:29][C:26]=3[S:27][CH:28]=2)[CH:7]=1)C.[OH-].[Na+]. Product: [Br:33][C:31]1[CH:30]=[CH:29][C:26]2[S:27][CH:28]=[C:24]([CH2:23][N:8]3[C:9]4[C:14](=[CH:13][CH:12]=[C:11]([C:15]5[CH:20]=[C:19]([NH2:21])[CH:18]=[C:17]([NH2:22])[CH:16]=5)[CH:10]=4)[C:6]([CH2:5][C:4]([OH:34])=[O:3])=[CH:7]3)[C:25]=2[CH:32]=1. The catalyst class is: 14. (2) Reactant: [C:1]([NH:6][C:7]1[C:8]([CH3:13])=[CH:9][CH:10]=[CH:11][CH:12]=1)(=[O:5])[CH2:2][CH2:3][CH3:4].[Br:14]Br.O. Product: [Br:14][C:10]1[CH:11]=[CH:12][C:7]([NH:6][C:1](=[O:5])[CH2:2][CH2:3][CH3:4])=[C:8]([CH3:13])[CH:9]=1. The catalyst class is: 15. (3) Reactant: [N:1]1([CH2:6][CH2:7][CH2:8][CH2:9][C:10]2[CH:15]=[CH:14][C:13]([NH2:16])=[CH:12][CH:11]=2)[CH:5]=[CH:4][N:3]=[N:2]1.[H-].[Na+].Cl[CH2:20][C:21]1[N:22]=[C:23]([CH:26]=[CH:27][C:28]2[CH:33]=[CH:32][C:31]([O:34][C:35]([F:38])([F:37])[F:36])=[CH:30][CH:29]=2)[O:24][CH:25]=1.C(OCC)(=O)C. Product: [N:1]1([CH2:6][CH2:7][CH2:8][CH2:9][C:10]2[CH:11]=[CH:12][C:13]([NH:16][CH2:20][C:21]3[N:22]=[C:23]([CH:26]=[CH:27][C:28]4[CH:29]=[CH:30][C:31]([O:34][C:35]([F:38])([F:36])[F:37])=[CH:32][CH:33]=4)[O:24][CH:25]=3)=[CH:14][CH:15]=2)[CH:5]=[CH:4][N:3]=[N:2]1. The catalyst class is: 9. (4) Reactant: COC1C=CC(C[NH:8][C:9]2[C:14]([C:15]3[N:16]=[CH:17][S:18][C:19]=3[C:20]3[CH:25]=[CH:24][CH:23]=[C:22]([Cl:26])[C:21]=3[Cl:27])=[CH:13][C:12]([C:28]3[CH:29]=[N:30][CH:31]=[CH:32][CH:33]=3)=[CH:11][N:10]=2)=CC=1. Product: [Cl:27][C:21]1[C:22]([Cl:26])=[CH:23][CH:24]=[CH:25][C:20]=1[C:19]1[S:18][CH:17]=[N:16][C:15]=1[C:14]1[C:9]([NH2:8])=[N:10][CH:11]=[C:12]([C:28]2[CH:29]=[N:30][CH:31]=[CH:32][CH:33]=2)[CH:13]=1. The catalyst class is: 67. (5) Reactant: [Cl-].[Al+3].[Cl-].[Cl-].[F:5][C:6]([F:18])([F:17])[C:7]1[CH:15]=[CH:14][C:10]([C:11](Cl)=[O:12])=[C:9](F)[CH:8]=1.[F:19][C:20]1[CH:21]=[C:22]([O:26][CH3:27])[CH:23]=[CH:24][CH:25]=1. Product: [F:19][C:20]1[CH:21]=[C:22]([O:26][CH3:27])[CH:23]=[CH:24][C:25]=1[C:11]([C:10]1[CH:14]=[CH:15][C:7]([C:6]([F:18])([F:17])[F:5])=[CH:8][CH:9]=1)=[O:12]. The catalyst class is: 641. (6) Reactant: [Br:1][C:2]1[CH:3]=[C:4]([CH:9]=[CH:10][C:11]=1[OH:12])[C:5]([O:7][CH3:8])=[O:6].[Br:13][CH2:14][CH2:15]Br.C([O-])([O-])=O.[K+].[K+].CCOC(C)=O. Product: [Br:1][C:2]1[CH:3]=[C:4]([CH:9]=[CH:10][C:11]=1[O:12][CH2:15][CH2:14][Br:13])[C:5]([O:7][CH3:8])=[O:6]. The catalyst class is: 3. (7) The catalyst class is: 1. Product: [CH2:1]([O:3][C:4]1[CH:5]=[C:6]2[C:11](=[CH:12][C:13]=1[S:14]([C:28]1[CH:29]=[CH:30][C:25]([F:24])=[CH:26][CH:27]=1)(=[O:15])=[O:16])[CH2:10][NH:9][CH2:8][CH2:7]2)[CH3:2]. Reactant: [CH2:1]([O:3][C:4]1[CH:5]=[C:6]2[C:11](=[CH:12][C:13]=1[S:14](F)(=[O:16])=[O:15])[CH2:10][N:9](C(=O)C(F)(F)F)[CH2:8][CH2:7]2)[CH3:2].[F:24][C:25]1[CH:30]=[CH:29][C:28]([Mg]Br)=[CH:27][CH:26]=1.